This data is from Full USPTO retrosynthesis dataset with 1.9M reactions from patents (1976-2016). The task is: Predict the reactants needed to synthesize the given product. (1) Given the product [CH2:28]([O:17][C:14]1[CH:15]=[C:16]2[C:11](=[CH:12][CH:13]=1)[O:10][C:9]([C:18]1[N:23]=[CH:22][N:21]3[CH:24]=[CH:25][CH:26]=[C:20]3[CH:19]=1)=[CH:8][C:7]2=[N:6][OH:5])[CH2:29][C:30]1[CH:35]=[CH:34][CH:33]=[CH:32][CH:31]=1, predict the reactants needed to synthesize it. The reactants are: C([O:5][N:6]=[C:7]1[C:16]2[C:11](=[CH:12][CH:13]=[C:14]([OH:17])[CH:15]=2)[O:10][C:9]([C:18]2[N:23]=[CH:22][N:21]3[CH:24]=[CH:25][CH:26]=[C:20]3[CH:19]=2)=[CH:8]1)(C)(C)C.Br[CH2:28][CH2:29][C:30]1[CH:35]=[CH:34][CH:33]=[CH:32][CH:31]=1. (2) Given the product [ClH:35].[CH2:1]([C:5]1([N:32]([CH3:34])[CH3:33])[CH2:6][CH2:7][C:8]([C:21]2[N:22]([CH3:31])[C:23]3[C:28]([C:29]=2[CH3:30])=[CH:27][CH:26]=[CH:25][CH:24]=3)([C:11]2[NH:12][C:13]3[C:18]([C:19]=2[CH3:20])=[CH:17][CH:16]=[CH:15][CH:14]=3)[CH2:9][CH2:10]1)[CH2:2][CH2:3][CH3:4], predict the reactants needed to synthesize it. The reactants are: [CH2:1]([C:5]1([N:32]([CH3:34])[CH3:33])[CH2:10][CH2:9][C:8]([C:21]2[N:22]([CH3:31])[C:23]3[C:28]([C:29]=2[CH3:30])=[CH:27][CH:26]=[CH:25][CH:24]=3)([C:11]2[NH:12][C:13]3[C:18]([C:19]=2[CH3:20])=[CH:17][CH:16]=[CH:15][CH:14]=3)[CH2:7][CH2:6]1)[CH2:2][CH2:3][CH3:4].[Cl:35][Si](C)(C)C. (3) Given the product [CH:10]1([CH2:9][C@H:8]([NH:7][C:6](=[O:18])[O:5][C:1]([CH3:4])([CH3:3])[CH3:2])[CH2:16][N:23]2[C:19](=[O:29])[C:20]3[C:21](=[CH:25][CH:26]=[CH:27][CH:28]=3)[C:22]2=[O:24])[CH2:15][CH2:14][CH2:13][CH2:12][CH2:11]1, predict the reactants needed to synthesize it. The reactants are: [C:1]([O:5][C:6](=[O:18])[NH:7][C@H:8]([CH2:16]O)[CH2:9][CH:10]1[CH2:15][CH2:14][CH2:13][CH2:12][CH2:11]1)([CH3:4])([CH3:3])[CH3:2].[C:19]1(=[O:29])[NH:23][C:22](=[O:24])[C:21]2=[CH:25][CH:26]=[CH:27][CH:28]=[C:20]12.C1(P(C2C=CC=CC=2)C2C=CC=CC=2)C=CC=CC=1.N(C(OC(C)C)=O)=NC(OC(C)C)=O.O1CCCC1. (4) Given the product [Br:17][C:8]1[C:9]2[C:14]([NH2:15])=[N:13][CH:12]=[N:11][C:10]=2[O:16][C:7]=1[C:1]1[CH:2]=[CH:3][CH:4]=[CH:5][CH:6]=1, predict the reactants needed to synthesize it. The reactants are: [C:1]1([C:7]2[O:16][C:10]3[N:11]=[CH:12][N:13]=[C:14]([NH2:15])[C:9]=3[CH:8]=2)[CH:6]=[CH:5][CH:4]=[CH:3][CH:2]=1.[Br:17]N1C(=O)CCC1=O. (5) Given the product [F:1][C:2]1[CH:7]=[CH:6][CH:5]=[C:4]([F:8])[C:3]=1[N:9]1[C:14]2[N:15]=[C:16]([S:37]([CH3:41])(=[O:39])=[O:36])[N:17]=[C:18]([C:19]3[CH:20]=[C:21]([CH:28]=[CH:29][C:30]=3[CH3:31])[C:22]([NH:24][CH2:25][CH2:26][CH3:27])=[O:23])[C:13]=2[CH:12]=[CH:11][C:10]1=[O:34], predict the reactants needed to synthesize it. The reactants are: [F:1][C:2]1[CH:7]=[CH:6][CH:5]=[C:4]([F:8])[C:3]=1[N:9]1[C:14]2[N:15]=[C:16](SC)[N:17]=[C:18]([C:19]3[CH:20]=[C:21]([CH:28]=[CH:29][C:30]=3[CH3:31])[C:22]([NH:24][CH2:25][CH2:26][CH3:27])=[O:23])[C:13]=2[CH:12]=[CH:11][C:10]1=[O:34].O[O:36][S:37]([O-:39])=O.[K+].[C:41](#N)C.